From a dataset of Peptide-MHC class I binding affinity with 185,985 pairs from IEDB/IMGT. Regression. Given a peptide amino acid sequence and an MHC pseudo amino acid sequence, predict their binding affinity value. This is MHC class I binding data. (1) The peptide sequence is IIIPFIAYFV. The MHC is HLA-A33:01 with pseudo-sequence HLA-A33:01. The binding affinity (normalized) is 0.374. (2) The peptide sequence is SSDDFALIV. The MHC is HLA-A03:01 with pseudo-sequence HLA-A03:01. The binding affinity (normalized) is 0.0847. (3) The peptide sequence is KAGQYVTIW. The binding affinity (normalized) is 0. The MHC is Patr-A0101 with pseudo-sequence Patr-A0101. (4) The peptide sequence is LPVFATIGL. The MHC is HLA-A02:01 with pseudo-sequence HLA-A02:01. The binding affinity (normalized) is 0.175. (5) The peptide sequence is YVDRFYKTL. The MHC is HLA-A11:01 with pseudo-sequence HLA-A11:01. The binding affinity (normalized) is 0. (6) The peptide sequence is DLFGIWSKV. The MHC is HLA-A02:01 with pseudo-sequence HLA-A02:01. The binding affinity (normalized) is 0.0641. (7) The peptide sequence is SLTNLLSSNL. The MHC is Patr-A0701 with pseudo-sequence Patr-A0701. The binding affinity (normalized) is 0.267.